From a dataset of Full USPTO retrosynthesis dataset with 1.9M reactions from patents (1976-2016). Predict the reactants needed to synthesize the given product. (1) Given the product [NH2:1][C:2]1[C:3]([C:7]([NH:17][C:15]2[CH:14]=[CH:13][CH:12]=[C:11]([Cl:10])[N:16]=2)=[O:9])=[N:4][O:5][N:6]=1, predict the reactants needed to synthesize it. The reactants are: [NH2:1][C:2]1[C:3]([C:7]([OH:9])=O)=[N:4][O:5][N:6]=1.[Cl:10][C:11]1[N:16]=[C:15]([NH2:17])[CH:14]=[CH:13][CH:12]=1.F[P-](F)(F)(F)(F)F.C[N+](C)=C(N(C)C)ON1C2N=CC=CC=2N=N1.C(N(CC)C(C)C)(C)C.C([O-])(O)=O.[Na+]. (2) Given the product [CH3:33][O:34][C:35]([CH:37]1[CH2:42][CH2:41][CH:40]([NH:43][C:20]([NH:19][CH2:18][C:7]2[C:6](=[O:32])[C:5]3[C:10](=[CH:11][C:2]([Cl:1])=[CH:3][CH:4]=3)[N:9]([C:12]3[CH:17]=[CH:16][CH:15]=[CH:14][CH:13]=3)[CH:8]=2)=[O:21])[CH2:39][CH2:38]1)=[O:36], predict the reactants needed to synthesize it. The reactants are: [Cl:1][C:2]1[CH:11]=[C:10]2[C:5]([C:6](=[O:32])[C:7]([CH2:18][NH:19][C:20](=O)[O:21]C3C=CC([N+]([O-])=O)=CC=3)=[CH:8][N:9]2[C:12]2[CH:17]=[CH:16][CH:15]=[CH:14][CH:13]=2)=[CH:4][CH:3]=1.[CH3:33][O:34][C:35]([C@H:37]1[CH2:42][CH2:41][C@H:40]([NH2:43])[CH2:39][CH2:38]1)=[O:36]. (3) Given the product [Cl:1][C:2]1[CH:3]=[CH:4][C:5]([C:8]2[N:9]=[CH:10][C:11]([OH:14])=[CH:12][N:13]=2)=[CH:6][CH:7]=1, predict the reactants needed to synthesize it. The reactants are: [Cl:1][C:2]1[CH:7]=[CH:6][C:5]([C:8]2[N:13]=[CH:12][C:11]([O:14]C)=[CH:10][N:9]=2)=[CH:4][CH:3]=1. (4) The reactants are: [CH2:1]([O:8][C:9]1[CH:18]=[C:17]2[C:12]([C:13](Cl)=[N:14][CH:15]=[N:16]2)=[CH:11][C:10]=1[F:20])[C:2]1[CH:7]=[CH:6][CH:5]=[CH:4][CH:3]=1.[NH2:21][C:22]1[CH:26]=[C:25]([CH2:27][C:28]([NH:30][C:31]2[CH:36]=[CH:35][CH:34]=[C:33]([F:37])[CH:32]=2)=[O:29])[NH:24][N:23]=1. Given the product [CH2:1]([O:8][C:9]1[CH:18]=[C:17]2[C:12]([C:13]([NH:21][C:22]3[CH:26]=[C:25]([CH2:27][C:28]([NH:30][C:31]4[CH:36]=[CH:35][CH:34]=[C:33]([F:37])[CH:32]=4)=[O:29])[NH:24][N:23]=3)=[N:14][CH:15]=[N:16]2)=[CH:11][C:10]=1[F:20])[C:2]1[CH:7]=[CH:6][CH:5]=[CH:4][CH:3]=1, predict the reactants needed to synthesize it. (5) Given the product [OH:4][CH:3]([C:5]1[CH:10]=[CH:9][C:8]([C:11]2[N:15]=[C:14]([C:16]3[C:20]([CH2:21][CH2:22][CH3:23])=[C:19]([C:24]4[CH:29]=[CH:28][CH:27]=[CH:26][CH:25]=4)[O:18][N:17]=3)[O:13][N:12]=2)=[CH:7][CH:6]=1)[CH2:2][N:32]1[CH2:31][CH2:30][C@@H:33]1[C:34]([OH:36])=[O:35], predict the reactants needed to synthesize it. The reactants are: Br[CH2:2][CH:3]([C:5]1[CH:10]=[CH:9][C:8]([C:11]2[N:15]=[C:14]([C:16]3[C:20]([CH2:21][CH2:22][CH3:23])=[C:19]([C:24]4[CH:29]=[CH:28][CH:27]=[CH:26][CH:25]=4)[O:18][N:17]=3)[O:13][N:12]=2)=[CH:7][CH:6]=1)[OH:4].[CH2:30]1[C@H:33]([C:34]([OH:36])=[O:35])[NH:32][CH2:31]1.C1CCN2C(=NCCC2)CC1. (6) Given the product [CH2:1]([O:3][C:4]([N:6]1[C:15]2[C:10](=[N:11][C:12]([O:16][CH3:17])=[CH:13][CH:14]=2)[C@@H:9]([NH:18][C:19]2[N:24]=[C:23]([CH2:25][C:26]3[CH:27]=[C:28]([C:36]([F:37])([F:39])[F:38])[CH:29]=[C:30]([C:32]([F:33])([F:34])[F:35])[CH:31]=3)[C:22]([C:40]([N:45]3[CH2:50][CH2:49][O:48][CH2:47][CH2:46]3)=[O:41])=[CH:21][N:20]=2)[CH2:8][C@H:7]1[CH2:43][CH3:44])=[O:5])[CH3:2], predict the reactants needed to synthesize it. The reactants are: [CH2:1]([O:3][C:4]([N:6]1[C:15]2[C:10](=[N:11][C:12]([O:16][CH3:17])=[CH:13][CH:14]=2)[C@@H:9]([NH:18][C:19]2[N:24]=[C:23]([CH2:25][C:26]3[CH:31]=[C:30]([C:32]([F:35])([F:34])[F:33])[CH:29]=[C:28]([C:36]([F:39])([F:38])[F:37])[CH:27]=3)[C:22]([C:40](O)=[O:41])=[CH:21][N:20]=2)[CH2:8][C@H:7]1[CH2:43][CH3:44])=[O:5])[CH3:2].[NH:45]1[CH2:50][CH2:49][O:48][CH2:47][CH2:46]1.ON1C2C=CC=CC=2N=N1.Cl.CN(C)CCCN=C=NCC.C(=O)([O-])O.[Na+].